This data is from Reaction yield outcomes from USPTO patents with 853,638 reactions. The task is: Predict the reaction yield, written as a fraction of the theoretical maximum amount of product (1.0 means a 100% yield; for example, 0.34 means a 34% yield). (1) The reactants are Cl[CH2:2][C:3]1[S:4][CH:5]=[CH:6][C:7]=1[S:8]([N:11]([CH3:26])[C:12]1[CH:13]=[CH:14][CH:15]=[C:16]2[C:20]=1[NH:19][C:18]([C:21]1[S:22][CH:23]=[CH:24][N:25]=1)=[CH:17]2)(=[O:10])=[O:9].C(=O)([O-])[O-].[K+].[K+].[SH:33][CH2:34][C:35]([O:37][CH3:38])=[O:36].O. The catalyst is CN(C)C=O. The product is [CH3:26][N:11]([C:12]1[CH:13]=[CH:14][CH:15]=[C:16]2[C:20]=1[NH:19][C:18]([C:21]1[S:22][CH:23]=[CH:24][N:25]=1)=[CH:17]2)[S:8]([C:7]1[CH:6]=[CH:5][S:4][C:3]=1[CH2:2][S:33][CH2:34][C:35]([O:37][CH3:38])=[O:36])(=[O:10])=[O:9]. The yield is 0.670. (2) The reactants are [CH3:1][O:2][C:3]1[CH:12]=[C:11]2[C:6]([CH2:7][CH2:8][CH:9]([C:14]([O:16][CH3:17])=[O:15])[C:10]2=O)=[CH:5][CH:4]=1.S(=O)(=O)(O)O.[H][H]. The catalyst is [Pd].CC(O)=O.C(Cl)(Cl)Cl. The product is [CH3:1][O:2][C:3]1[CH:12]=[C:11]2[C:6]([CH2:7][CH2:8][CH:9]([C:14]([O:16][CH3:17])=[O:15])[CH2:10]2)=[CH:5][CH:4]=1. The yield is 0.710. (3) The reactants are [O-]CC.[Na+].C(O)C.[C:8]([O:11][CH2:12][CH3:13])(=[O:10])[CH3:9].C([O:16][C:17]([C:19]1[CH:24]=[CH:23][CH:22]=[CH:21][N:20]=1)=O)C. The catalyst is C1(C)C=CC=CC=1. The product is [CH2:12]([O:11][C:8](=[O:10])[CH2:9][C:17](=[O:16])[C:19]1[CH:24]=[CH:23][CH:22]=[CH:21][N:20]=1)[CH3:13]. The yield is 0.910. (4) The reactants are [CH:1]([C:4]1[CH:9]=[CH:8][CH:7]=[CH:6][N:5]=1)([CH3:3])[CH3:2].C1C=C(Cl)C=C(C(OO)=[O:18])C=1. The catalyst is C(Cl)Cl. The product is [CH:1]([C:4]1[CH:9]=[CH:8][CH:7]=[CH:6][N+:5]=1[O-:18])([CH3:3])[CH3:2]. The yield is 0.850. (5) The reactants are [H-].[H-].[H-].[H-].[Li+].[Al+3].[CH3:7][N:8]([CH:19]1[CH2:24][CH2:23][CH2:22][CH2:21][O:20]1)[C:9]1[S:10][C:11]([C:14](OCC)=[O:15])=[CH:12][N:13]=1. The catalyst is C1COCC1. The product is [CH3:7][N:8]([CH:19]1[CH2:24][CH2:23][CH2:22][CH2:21][O:20]1)[C:9]1[S:10][C:11]([CH2:14][OH:15])=[CH:12][N:13]=1. The yield is 0.930. (6) The reactants are [CH3:1][O:2][C:3]1[CH:4]=[C:5]2[C:9](=[CH:10][C:11]=1[OH:12])[NH:8][CH:7]=[C:6]2[C:13]1[N:21]([S:22]([C:25]2[CH:30]=[CH:29][C:28]([CH3:31])=[CH:27][CH:26]=2)(=[O:24])=[O:23])[C:16]2=[N:17][CH:18]=[CH:19][CH:20]=[C:15]2[CH:14]=1.C(=O)([O-])[O-].[K+].[K+].Br[CH2:39][C:40]([O:42][CH3:43])=[O:41].C1CCCCC1.[C:50]([O:53]CC)(=[O:52])[CH3:51]. The catalyst is CN(C)C=O.O. The product is [CH3:1][O:2][C:3]1[CH:4]=[C:5]2[C:9](=[CH:10][C:11]=1[O:12][CH2:51][C:50]([OH:53])=[O:52])[N:8]([CH2:39][C:40]([O:42][CH3:43])=[O:41])[CH:7]=[C:6]2[C:13]1[N:21]([S:22]([C:25]2[CH:30]=[CH:29][C:28]([CH3:31])=[CH:27][CH:26]=2)(=[O:24])=[O:23])[C:16]2=[N:17][CH:18]=[CH:19][CH:20]=[C:15]2[CH:14]=1. The yield is 0.970. (7) The reactants are [CH3:1][C@H:2]1[CH2:11][C:9](=[O:10])[C:5](=[C:6]([CH3:8])[CH3:7])[CH2:4][CH2:3]1.C([O-])(O)=[O:13].[Na+].Cl.[CH3:18][CH2:19]OCC. The catalyst is BrBr.CC[O-].[Na+].O. The product is [CH3:1][C@@H:2]1[CH2:3][CH2:4][C:5](=[C:6]([CH3:7])[CH3:8])[CH:11]1[C:9]([O:10][CH2:18][CH3:19])=[O:13]. The yield is 0.640.